Dataset: Reaction yield outcomes from USPTO patents with 853,638 reactions. Task: Predict the reaction yield, written as a fraction of the theoretical maximum amount of product (1.0 means a 100% yield; for example, 0.34 means a 34% yield). (1) The reactants are [Cl-].O[NH3+:3].[C:4](=[O:7])([O-])[OH:5].[Na+].CS(C)=O.[Si]([O:20][C:21]1([CH2:24][O:25][C@H:26]2[CH2:31][CH2:30][C@H:29]([N:32]3[C:37](=[O:38])[C:36]([CH2:39][C:40]4[CH:45]=[CH:44][C:43]([C:46]5[C:47]([C:52]#[N:53])=[CH:48][CH:49]=[CH:50][CH:51]=5)=[CH:42][CH:41]=4)=[C:35]([CH2:54][CH2:55][CH3:56])[N:34]4[N:57]=[CH:58][CH:59]=[C:33]34)[CH2:28][CH2:27]2)[CH2:23][CH2:22]1)(C(C)(C)C)(C)C. The catalyst is C(OCC)(=O)C. The product is [OH:20][C:21]1([CH2:24][O:25][C@H:26]2[CH2:31][CH2:30][C@H:29]([N:32]3[C:37](=[O:38])[C:36]([CH2:39][C:40]4[CH:45]=[CH:44][C:43]([C:46]5[CH:51]=[CH:50][CH:49]=[CH:48][C:47]=5[C:52]5[NH:53][C:4](=[O:7])[O:5][N:3]=5)=[CH:42][CH:41]=4)=[C:35]([CH2:54][CH2:55][CH3:56])[N:34]4[N:57]=[CH:58][CH:59]=[C:33]34)[CH2:28][CH2:27]2)[CH2:23][CH2:22]1. The yield is 0.440. (2) The reactants are [OH-].[K+].C([O:5][C:6](=[O:24])[CH2:7][CH2:8][CH2:9][CH2:10][CH2:11][CH2:12][N:13]1[NH:17][C:16]([C:18]2[CH:23]=[CH:22][CH:21]=[CH:20][CH:19]=2)=[N:15][CH2:14]1)C. The catalyst is O.C1COCC1.CO. The product is [C:18]1([C:16]2[NH:17][N:13]([CH2:12][CH2:11][CH2:10][CH2:9][CH2:8][CH2:7][C:6]([OH:24])=[O:5])[CH2:14][N:15]=2)[CH:19]=[CH:20][CH:21]=[CH:22][CH:23]=1. The yield is 0.990. (3) The reactants are [CH3:1][C:2]1[C:17]([CH2:18][C:19]2[CH:24]=[CH:23][CH:22]=[C:21]([C:25]([F:28])([F:27])[F:26])[C:20]=2[CH3:29])=[C:5]2[N:6]=[C:7]([N:11]3[CH2:16][CH2:15][O:14][CH2:13][CH2:12]3)[CH:8]=[C:9]([NH2:10])[N:4]2[N:3]=1.[C:30](OC(=O)C)(=[O:32])[CH3:31]. The catalyst is CN(C=O)C. The yield is 0.110. The product is [CH3:1][C:2]1[C:17]([CH2:18][C:19]2[CH:24]=[CH:23][CH:22]=[C:21]([C:25]([F:28])([F:26])[F:27])[C:20]=2[CH3:29])=[C:5]2[N:6]=[C:7]([N:11]3[CH2:16][CH2:15][O:14][CH2:13][CH2:12]3)[CH:8]=[C:9]([NH:10][C:30](=[O:32])[CH3:31])[N:4]2[N:3]=1. (4) The reactants are [Cl:1][C:2]1[CH:7]=[CH:6][C:5]([S:8]([N:11]([C:15]2[CH:20]=[C:19]([Cl:21])[CH:18]=[CH:17][C:16]=2[CH:22]([OH:39])[C:23]2[CH:28]=[CH:27][N:26]=[C:25]3[N:29]([Si:32]([C:35]([CH3:38])([CH3:37])[CH3:36])([CH3:34])[CH3:33])[CH:30]=[CH:31][C:24]=23)[CH2:12][O:13][CH3:14])(=[O:10])=[O:9])=[CH:4][C:3]=1[C:40]([F:43])([F:42])[F:41].CC(OI1(OC(C)=O)(OC(C)=O)OC(=O)C2C=CC=CC1=2)=O.[O-]S([O-])(=S)=O.[Na+].[Na+].C([O-])(O)=O.[Na+]. The catalyst is C(Cl)Cl. The product is [Cl:1][C:2]1[CH:7]=[CH:6][C:5]([S:8]([N:11]([C:15]2[CH:20]=[C:19]([Cl:21])[CH:18]=[CH:17][C:16]=2[C:22]([C:23]2[C:24]3[CH:31]=[CH:30][N:29]([Si:32]([C:35]([CH3:37])([CH3:38])[CH3:36])([CH3:33])[CH3:34])[C:25]=3[N:26]=[CH:27][CH:28]=2)=[O:39])[CH2:12][O:13][CH3:14])(=[O:9])=[O:10])=[CH:4][C:3]=1[C:40]([F:43])([F:42])[F:41]. The yield is 0.920. (5) The reactants are [Cl:1][C:2]1[CH:10]=[CH:9][CH:8]=[C:7]2[C:3]=1[C:4]1[C:14](=O)[NH:13][C:12]([NH:16][C:17](=[O:22])[C:18]([CH3:21])([CH3:20])[CH3:19])=[N:11][C:5]=1[NH:6]2.O=P(Cl)(Cl)[Cl:25].C(Cl)(Cl)Cl.CO. The catalyst is C(Cl)(Cl)Cl.CO. The product is [Cl:25][C:14]1[C:4]2[C:3]3[C:7](=[CH:8][CH:9]=[CH:10][C:2]=3[Cl:1])[NH:6][C:5]=2[N:11]=[C:12]([NH:16][C:17](=[O:22])[C:18]([CH3:21])([CH3:20])[CH3:19])[N:13]=1. The yield is 0.700. (6) The reactants are [CH2:1]([O:3][C:4]1[CH:9]=[CH:8][CH:7]=[CH:6][C:5]=1[CH2:10][CH2:11][NH:12][C:13](=[O:34])[CH2:14][CH2:15][C:16]1[CH:33]=[CH:32][C:19]([O:20][CH2:21][C:22]2[CH:31]=[CH:30][CH:29]=[CH:28][C:23]=2[C:24]([O:26]C)=[O:25])=[CH:18][CH:17]=1)[CH3:2].[OH-].[Li+].Cl. The catalyst is C1COCC1.O. The product is [CH2:1]([O:3][C:4]1[CH:9]=[CH:8][CH:7]=[CH:6][C:5]=1[CH2:10][CH2:11][NH:12][C:13](=[O:34])[CH2:14][CH2:15][C:16]1[CH:17]=[CH:18][C:19]([O:20][CH2:21][C:22]2[CH:31]=[CH:30][CH:29]=[CH:28][C:23]=2[C:24]([OH:26])=[O:25])=[CH:32][CH:33]=1)[CH3:2]. The yield is 0.539. (7) The reactants are [O:1]=[C:2]1[CH2:6][CH:5]([C:7]([OH:9])=[O:8])[CH2:4][N:3]1[C@@H:10]([C:12]1[CH:17]=[CH:16][CH:15]=[CH:14][CH:13]=1)[CH3:11]. The catalyst is ClCCl. The product is [O:1]=[C:2]1[CH2:6][CH:5]([C:7]([O:9][C:5]([CH3:7])([CH3:6])[CH3:4])=[O:8])[CH2:4][N:3]1[C@@H:10]([C:12]1[CH:13]=[CH:14][CH:15]=[CH:16][CH:17]=1)[CH3:11]. The yield is 0.640. (8) The reactants are [C:1]([SH:5])([CH3:4])([CH3:3])[CH3:2].Cl[C:7]([O:9][CH:10]([Cl:12])[CH3:11])=[O:8].CN1CCOCC1. The catalyst is C(Cl)Cl. The product is [C:7](=[O:8])([S:5][C:1]([CH3:4])([CH3:3])[CH3:2])[O:9][CH:10]([Cl:12])[CH3:11]. The yield is 0.890.